From a dataset of Full USPTO retrosynthesis dataset with 1.9M reactions from patents (1976-2016). Predict the reactants needed to synthesize the given product. (1) Given the product [CH3:1][O:2][C:3]1[CH:4]=[C:5]([N:23]2[CH2:27][CH2:26][C:25]([Se:57][C:51]3[CH:56]=[CH:55][CH:54]=[CH:53][CH:52]=3)([O:28][C:29]3[CH:34]=[CH:33][C:32]([O:35][C:36]([F:38])([F:37])[F:39])=[CH:31][CH:30]=3)[C:24]2=[O:40])[CH:6]=[CH:7][C:8]=1[O:9][CH2:10][C:11]([CH3:22])([O:13][CH2:14][O:15][CH2:16][CH2:17][Si:18]([CH3:21])([CH3:20])[CH3:19])[CH3:12], predict the reactants needed to synthesize it. The reactants are: [CH3:1][O:2][C:3]1[CH:4]=[C:5]([N:23]2[CH2:27][CH2:26][CH:25]([O:28][C:29]3[CH:34]=[CH:33][C:32]([O:35][C:36]([F:39])([F:38])[F:37])=[CH:31][CH:30]=3)[C:24]2=[O:40])[CH:6]=[CH:7][C:8]=1[O:9][CH2:10][C:11]([CH3:22])([O:13][CH2:14][O:15][CH2:16][CH2:17][Si:18]([CH3:21])([CH3:20])[CH3:19])[CH3:12].[Li+].C[Si]([N-][Si](C)(C)C)(C)C.[C:51]1([Se:57]Br)[CH:56]=[CH:55][CH:54]=[CH:53][CH:52]=1.[NH4+].[Cl-]. (2) Given the product [CH2:1]([C:3]1[CH:4]=[CH:5][C:6]([CH2:7][CH:8]([NH:9][C:10]([NH:47][C@H:48]2[CH2:53][CH2:52][C@H:51]([OH:54])[CH2:50][CH2:49]2)=[O:21])[C:12]2[NH:13][C:14]3[CH:19]=[CH:18][C:17]([F:20])=[CH:16][C:15]=3[N:11]=2)=[CH:22][CH:23]=1)[CH3:2], predict the reactants needed to synthesize it. The reactants are: [CH2:1]([C:3]1[CH:23]=[CH:22][C:6]([CH2:7][CH:8]2[C:12]3=[N:13][C:14]4[CH:19]=[CH:18][C:17]([F:20])=[CH:16][C:15]=4[N:11]3[C:10](=[O:21])[NH:9]2)=[CH:5][CH:4]=1)[CH3:2].C(C1C=CC(CC2C3=NC4C=C(F)C=CC=4N3C(=O)N2)=CC=1)C.[NH2:47][C@H:48]1[CH2:53][CH2:52][C@H:51]([OH:54])[CH2:50][CH2:49]1. (3) Given the product [C:8]1([C:7]2[O:6][CH:5]=[N:4][C:3]=2[CH2:2][C:14]#[N:15])[CH:13]=[CH:12][CH:11]=[CH:10][CH:9]=1, predict the reactants needed to synthesize it. The reactants are: Br[CH2:2][C:3]1[N:4]=[CH:5][O:6][C:7]=1[C:8]1[CH:13]=[CH:12][CH:11]=[CH:10][CH:9]=1.[C-:14]#[N:15].[Na+]. (4) Given the product [F:1][C:2]1[CH:7]=[CH:6][C:5]([C:8]2[CH:13]=[CH:12][N:11]3[C:14]([C:23]4[CH:22]=[C:21]([NH:25][C:26]([NH:28][CH2:29][C:30]([F:31])([F:32])[F:33])=[O:27])[CH:20]=[CH:19][CH:24]=4)=[CH:15][N:16]=[C:10]3[CH:9]=2)=[CH:4][CH:3]=1, predict the reactants needed to synthesize it. The reactants are: [F:1][C:2]1[CH:7]=[CH:6][C:5]([C:8]2[CH:13]=[CH:12][N:11]3[C:14](I)=[CH:15][N:16]=[C:10]3[CH:9]=2)=[CH:4][CH:3]=1.Br[C:19]1[CH:20]=[C:21]([NH:25][C:26]([NH:28][CH2:29][C:30]([F:33])([F:32])[F:31])=[O:27])[CH:22]=[CH:23][CH:24]=1.C(=O)([O-])[O-].[Na+].[Na+]. (5) Given the product [NH2:42][C:39]1[N:40]=[CH:41][C:36]([C:2]2[N:3]=[C:4]([N:22]3[CH2:27][CH2:26][O:25][CH2:24][CH2:23]3)[C:5]3[S:10][CH:9]=[C:8]([C:11]4[CH:12]=[C:13]([NH:17][S:18]([CH3:21])(=[O:20])=[O:19])[CH:14]=[CH:15][CH:16]=4)[C:6]=3[N:7]=2)=[CH:37][N:38]=1, predict the reactants needed to synthesize it. The reactants are: Cl[C:2]1[N:3]=[C:4]([N:22]2[CH2:27][CH2:26][O:25][CH2:24][CH2:23]2)[C:5]2[S:10][CH:9]=[C:8]([C:11]3[CH:12]=[C:13]([NH:17][S:18]([CH3:21])(=[O:20])=[O:19])[CH:14]=[CH:15][CH:16]=3)[C:6]=2[N:7]=1.CC1(C)C(C)(C)OB([C:36]2[CH:37]=[N:38][C:39]([NH2:42])=[N:40][CH:41]=2)O1. (6) Given the product [ClH:1].[CH3:34][NH:2][C:3]12[CH2:11][CH2:10][CH:7]([CH2:8][CH2:9]1)[CH2:6][N:5]1[C:12](=[O:30])[C:13]([O:21][C:22]([C:24]3[CH:25]=[CH:26][CH:27]=[CH:28][CH:29]=3)=[O:23])=[C:14]([C:16]([O:18][CH2:19][CH3:20])=[O:17])[N:15]=[C:4]21, predict the reactants needed to synthesize it. The reactants are: [ClH:1].[NH2:2][C:3]12[CH2:11][CH2:10][CH:7]([CH2:8][CH2:9]1)[CH2:6][N:5]1[C:12](=[O:30])[C:13]([O:21][C:22]([C:24]3[CH:29]=[CH:28][CH:27]=[CH:26][CH:25]=3)=[O:23])=[C:14]([C:16]([O:18][CH2:19][CH3:20])=[O:17])[N:15]=[C:4]21.Cl.[H][H].[C:34](OCC)(=O)C. (7) Given the product [CH3:24][C:18]1[CH:19]=[CH:20][C:21]([CH3:23])=[CH:22][C:17]=1[CH2:16][C:3]1[N:4]2[CH:9]=[CH:8][CH:7]=[CH:6][C:5]2=[N:1][C:2]=1[C:10]([O:12][CH2:13][CH3:14])=[O:11], predict the reactants needed to synthesize it. The reactants are: [N:1]1[C:2]([C:10]([O:12][CH2:13][CH3:14])=[O:11])=[CH:3][N:4]2[CH:9]=[CH:8][CH:7]=[CH:6][C:5]=12.Cl[CH2:16][C:17]1[CH:22]=[C:21]([CH3:23])[CH:20]=[CH:19][C:18]=1[CH3:24].C(O)(=O)C(C)(C)C.C(=O)([O-])[O-].[Cs+].[Cs+]. (8) Given the product [NH2:5][C:6]([C:8]1[CH:13]=[CH:12][C:11]([NH:14][C:15]([CH:17]2[CH2:18][CH2:19][NH:20][CH2:21][CH2:22]2)=[O:16])=[CH:10][CH:9]=1)=[O:7], predict the reactants needed to synthesize it. The reactants are: C([O-])=O.[NH4+].[NH2:5][C:6]([C:8]1[CH:13]=[CH:12][C:11]([NH:14][C:15]([CH:17]2[CH2:22][CH2:21][N:20](CC3C=CC=CC=3)[CH2:19][CH2:18]2)=[O:16])=[CH:10][CH:9]=1)=[O:7]. (9) Given the product [Cl:9][C:8]1[N:1]=[C:2]([Cl:3])[N:4]=[C:5]([NH:13][CH2:17][C:18]#[CH:20])[N:7]=1, predict the reactants needed to synthesize it. The reactants are: [N:1]1[C:8]([Cl:9])=[N:7][C:5](Cl)=[N:4][C:2]=1[Cl:3].C([N:13]([CH2:17][CH3:18])C(C)C)(C)C.O1CCC[CH2:20]1.